This data is from Full USPTO retrosynthesis dataset with 1.9M reactions from patents (1976-2016). The task is: Predict the reactants needed to synthesize the given product. (1) Given the product [Cl:1][C:2]1[CH:10]=[C:9]2[C:5]([C:6]([CH2:25][C:24]3[CH:27]=[CH:28][CH:29]=[C:22]([Cl:21])[CH:23]=3)([C:12]3[CH:17]=[CH:16][C:15]([CH:18]([CH3:20])[CH3:19])=[CH:14][CH:13]=3)[C:7](=[O:11])[NH:8]2)=[CH:4][CH:3]=1, predict the reactants needed to synthesize it. The reactants are: [Cl:1][C:2]1[CH:10]=[C:9]2[C:5]([CH:6]([C:12]3[CH:17]=[CH:16][C:15]([CH:18]([CH3:20])[CH3:19])=[CH:14][CH:13]=3)[C:7](=[O:11])[NH:8]2)=[CH:4][CH:3]=1.[Cl:21][C:22]1[CH:23]=[C:24]([CH:27]=[CH:28][CH:29]=1)[CH2:25]Br.[I-].[K+].C(=O)([O-])[O-].[K+].[K+]. (2) Given the product [Br:1][C:2]1[C:10]2[C:5](=[N:6][CH:7]=[N:8][C:9]=2[NH2:16])[N:4]([CH3:15])[N:3]=1, predict the reactants needed to synthesize it. The reactants are: [Br:1][C:2]1[C:10]2[C:5](=[N:6][C:7](S(C)(=O)=O)=[N:8][CH:9]=2)[N:4]([CH3:15])[N:3]=1.[NH3:16]. (3) Given the product [C:2]([CH2:5][N:6]([CH:80]([CH3:82])[CH3:81])[C:7]([C:9]1[N:10]=[C:11]([N:14]2[CH2:17][CH:16]([S:18][C:19]3[C@H:20]([CH3:33])[C@@H:21]4[C@@H:28]([C@H:29]([OH:31])[CH3:30])[C:27](=[O:32])[N:22]4[C:23]=3[C:24]([O:26][CH2:63][C:64]3[CH:65]=[CH:66][C:67]([N+:70]([O-:72])=[O:71])=[CH:68][CH:69]=3)=[O:25])[CH2:15]2)[S:12][CH:13]=1)=[O:8])#[N:3], predict the reactants needed to synthesize it. The reactants are: [Na+].[C:2]([CH2:5][NH:6][C:7]([C:9]1[N:10]=[C:11]([N:14]2[CH2:17][CH:16]([S:18][C:19]3[C@H:20]([CH3:33])[C@@H:21]4[C@@H:28]([C@H:29]([OH:31])[CH3:30])[C:27](=[O:32])[N:22]4[C:23]=3[C:24]([O-:26])=[O:25])[CH2:15]2)[S:12][CH:13]=1)=[O:8])(=O)[NH2:3].C(O)(=O)C.NN.C1(P(OC2[C@H](C)[C@H]3[C@@H]([C@H](O)C)C(=O)N3C=2C(O[CH2:63][C:64]2[CH:69]=[CH:68][C:67]([N+:70]([O-:72])=[O:71])=[CH:66][CH:65]=2)=O)(C2C=CC=CC=2)=O)C=CC=CC=1.[CH:80](N(C(C)C)CC)([CH3:82])[CH3:81].C(=O)([O-])O.[Na+]. (4) Given the product [N+:1]([C:4]1[C:5]([CH2:14][NH:16][C:17]2[CH:22]=[CH:21][CH:20]=[CH:19][CH:18]=2)=[CH:6][CH:7]=[C:8]2[C:13]=1[N:12]=[CH:11][CH:10]=[CH:9]2)([O-:3])=[O:2], predict the reactants needed to synthesize it. The reactants are: [N+:1]([C:4]1[C:5]([CH:14]=O)=[CH:6][CH:7]=[C:8]2[C:13]=1[N:12]=[CH:11][CH:10]=[CH:9]2)([O-:3])=[O:2].[NH2:16][C:17]1[CH:22]=[CH:21][CH:20]=[CH:19][CH:18]=1.[BH4-].[Na+].